Task: Predict the reactants needed to synthesize the given product.. Dataset: Full USPTO retrosynthesis dataset with 1.9M reactions from patents (1976-2016) (1) Given the product [Br:5][C:6]1[C:11]([O:12][C:13]2[CH:14]=[C:15]([CH:18]=[C:19]([Cl:21])[CH:20]=2)[C:16]#[N:17])=[C:10]([F:22])[C:9]([CH2:23][Br:2])=[CH:8][CH:7]=1, predict the reactants needed to synthesize it. The reactants are: P(Br)(Br)[Br:2].[Br:5][C:6]1[C:11]([O:12][C:13]2[CH:14]=[C:15]([CH:18]=[C:19]([Cl:21])[CH:20]=2)[C:16]#[N:17])=[C:10]([F:22])[C:9]([CH2:23]O)=[CH:8][CH:7]=1. (2) Given the product [CH2:1]([O:8][C:9](=[O:23])[C@@H:10]([NH:15][C:16]([O:18][C:19]([CH3:20])([CH3:22])[CH3:21])=[O:17])[CH2:11][CH2:12][CH2:13][O:14][Si:28]([C:24]([CH3:27])([CH3:26])[CH3:25])([C:36]1[CH:37]=[CH:38][CH:39]=[CH:40][CH:41]=1)[C:30]1[CH:35]=[CH:34][CH:33]=[CH:32][CH:31]=1)[C:2]1[CH:7]=[CH:6][CH:5]=[CH:4][CH:3]=1, predict the reactants needed to synthesize it. The reactants are: [CH2:1]([O:8][C:9](=[O:23])[C@@H:10]([NH:15][C:16]([O:18][C:19]([CH3:22])([CH3:21])[CH3:20])=[O:17])[CH2:11][CH2:12][CH2:13][OH:14])[C:2]1[CH:7]=[CH:6][CH:5]=[CH:4][CH:3]=1.[C:24]([Si:28]([C:36]1[CH:41]=[CH:40][CH:39]=[CH:38][CH:37]=1)([C:30]1[CH:35]=[CH:34][CH:33]=[CH:32][CH:31]=1)Cl)([CH3:27])([CH3:26])[CH3:25].C(N(CC)CC)C. (3) Given the product [CH2:33]([N:21]1[CH:22]=[C:23]([C:25]2[CH:30]=[CH:29][C:28]([Cl:31])=[CH:27][C:26]=2[Cl:32])[N:24]=[C:20]1[C@@H:19]([NH:37][C:46](=[O:48])[CH2:45][CH:43]1[C:42](=[O:49])[NH:41][C:40](=[O:39])[NH:44]1)[CH2:18][C:15]1[CH:16]=[CH:17][C:12]([O:11][C:8]2[CH:9]=[CH:10][C:5]([C:4]([OH:38])=[O:3])=[CH:6][CH:7]=2)=[CH:13][CH:14]=1)[CH2:34][CH2:35][CH3:36], predict the reactants needed to synthesize it. The reactants are: Cl.C[O:3][C:4](=[O:38])[C:5]1[CH:10]=[CH:9][C:8]([O:11][C:12]2[CH:17]=[CH:16][C:15]([CH2:18][C@H:19]([NH2:37])[C:20]3[N:21]([CH2:33][CH2:34][CH2:35][CH3:36])[CH:22]=[C:23]([C:25]4[CH:30]=[CH:29][C:28]([Cl:31])=[CH:27][C:26]=4[Cl:32])[N:24]=3)=[CH:14][CH:13]=2)=[CH:7][CH:6]=1.[O:39]=[C:40]1[NH:44][CH:43]([CH2:45][C:46]([OH:48])=O)[C:42](=[O:49])[NH:41]1. (4) Given the product [CH:9]1([C:7]2[O:8][C:4]3[C:5](=[C:12]([C:15]#[N:16])[C:13]([CH3:14])=[C:2]([N:1]4[CH:20]=[CH:24][CH:23]=[CH:22]4)[C:3]=3[F:17])[N:6]=2)[CH2:10][CH2:11]1, predict the reactants needed to synthesize it. The reactants are: [NH2:1][C:2]1[C:3]([F:17])=[C:4]2[O:8][C:7]([CH:9]3[CH2:11][CH2:10]3)=[N:6][C:5]2=[C:12]([C:15]#[N:16])[C:13]=1[CH3:14].CO[CH:20]1[CH2:24][CH2:23][CH:22](OC)O1. (5) Given the product [CH3:16][C:15]1[N:1]([C:2]2[CH:10]=[CH:9][CH:8]=[CH:7][C:3]=2[C:4]([OH:6])=[O:5])[N:20]=[N:19][N:18]=1, predict the reactants needed to synthesize it. The reactants are: [NH2:1][C:2]1[CH:10]=[CH:9][CH:8]=[CH:7][C:3]=1[C:4]([OH:6])=[O:5].C(O[C:15](=O)[CH3:16])(=O)C.[N-:18]=[N+:19]=[N-:20].[Na+].Cl. (6) The reactants are: [N:1]1[CH:6]=[C:5]([C:7]([OH:9])=[O:8])[CH:4]=[CH:3][C:2]=1[C:10]([OH:12])=[O:11].S(=O)(=O)(O)O.O.[CH3:19]O. Given the product [CH3:19][O:11][C:10]([C:2]1[CH:3]=[CH:4][C:5]([C:7]([OH:9])=[O:8])=[CH:6][N:1]=1)=[O:12], predict the reactants needed to synthesize it. (7) Given the product [CH3:22][S:23]([O:1][C@H:2]([CH3:21])[C:3]([C:5]1[CH:6]=[CH:7][C:8]([O:11][CH2:12][C:13]2[CH:14]=[CH:15][C:16]([O:19][CH3:20])=[CH:17][CH:18]=2)=[CH:9][CH:10]=1)=[O:4])(=[O:25])=[O:24], predict the reactants needed to synthesize it. The reactants are: [OH:1][C@H:2]([CH3:21])[C:3]([C:5]1[CH:10]=[CH:9][C:8]([O:11][CH2:12][C:13]2[CH:18]=[CH:17][C:16]([O:19][CH3:20])=[CH:15][CH:14]=2)=[CH:7][CH:6]=1)=[O:4].[CH3:22][S:23](Cl)(=[O:25])=[O:24].C(N(CC)CC)C.C(=O)([O-])O.[Na+]. (8) The reactants are: [Br:1][C:2]1[CH:19]=[CH:18][C:5]([O:6][CH2:7][CH:8]2[CH2:13][CH2:12][N:11]([CH2:14][CH:15](O)[CH3:16])[CH2:10][CH2:9]2)=[CH:4][CH:3]=1.COCCN(S(F)(F)[F:30])CCOC.C([O-])(O)=O.[Na+]. Given the product [Br:1][C:2]1[CH:19]=[CH:18][C:5]([O:6][CH2:7][CH:8]2[CH2:13][CH2:12][N:11]([CH2:14][CH:15]([F:30])[CH3:16])[CH2:10][CH2:9]2)=[CH:4][CH:3]=1, predict the reactants needed to synthesize it. (9) Given the product [C:18]1([CH2:17][O:9][C:5]2[CH:6]=[C:7]([F:8])[C:2]([Br:1])=[CH:3][C:4]=2[F:10])[CH:23]=[CH:22][CH:21]=[CH:20][CH:19]=1, predict the reactants needed to synthesize it. The reactants are: [Br:1][C:2]1[C:7]([F:8])=[CH:6][C:5]([OH:9])=[C:4]([F:10])[CH:3]=1.C([O-])([O-])=O.[Cs+].[Cs+].[CH2:17](Br)[C:18]1[CH:23]=[CH:22][CH:21]=[CH:20][CH:19]=1. (10) Given the product [CH3:1][O:2][C:3]([C:4]1[CH:9]=[CH:8][C:7]([C:23]([OH:26])=[O:25])=[CH:6][C:5]=1[CH3:11])=[O:12], predict the reactants needed to synthesize it. The reactants are: [CH3:1][O:2][C:3](=[O:12])[C:4]1[CH:9]=[CH:8][C:7](Br)=[CH:6][C:5]=1[CH3:11].C(N(CC)CC)C.O.[C]=O.[C:23]([O:26]CC)(=[O:25])C.